Predict the reactants needed to synthesize the given product. From a dataset of Full USPTO retrosynthesis dataset with 1.9M reactions from patents (1976-2016). (1) Given the product [F:28][C:2]([F:1])([F:29])[C:3]1[N:7]2[C:8]3[CH:27]=[CH:26][CH:25]=[N:24][C:9]=3[O:10][C:11]3([CH2:16][CH2:15][NH:14][CH2:13][CH2:12]3)[C:6]2=[CH:5][CH:4]=1, predict the reactants needed to synthesize it. The reactants are: [F:1][C:2]([F:29])([F:28])[C:3]1[N:7]2[C:8]3[CH:27]=[CH:26][CH:25]=[N:24][C:9]=3[O:10][C:11]3([CH2:16][CH2:15][N:14](C(OC(C)(C)C)=O)[CH2:13][CH2:12]3)[C:6]2=[CH:5][CH:4]=1.C(O)(C(F)(F)F)=O. (2) Given the product [C:22]([C:26]1[CH:27]=[C:28]([C:2]2[N:6]([S:7]([N:10]3[CH2:15][CH2:14][CH2:13][CH2:12][CH2:11]3)(=[O:9])=[O:8])[C:5]([CH3:16])=[C:4]([C:17]([O:19][CH2:20][CH3:21])=[O:18])[CH:3]=2)[CH:29]=[C:30]([C:32]([CH3:35])([CH3:34])[CH3:33])[CH:31]=1)([CH3:25])([CH3:24])[CH3:23], predict the reactants needed to synthesize it. The reactants are: Br[C:2]1[N:6]([S:7]([N:10]2[CH2:15][CH2:14][CH2:13][CH2:12][CH2:11]2)(=[O:9])=[O:8])[C:5]([CH3:16])=[C:4]([C:17]([O:19][CH2:20][CH3:21])=[O:18])[CH:3]=1.[C:22]([C:26]1[CH:27]=[C:28](B(O)O)[CH:29]=[C:30]([C:32]([CH3:35])([CH3:34])[CH3:33])[CH:31]=1)([CH3:25])([CH3:24])[CH3:23].C([O-])([O-])=O.[Na+].[Na+]. (3) Given the product [N+:1]([C:4]1[CH:13]=[C:12]([CH:11]=[CH:10][C:5]=1[C:6]([O:8][CH3:9])=[O:7])[C:14]([O:16][CH2:23][C:24]1[CH:29]=[CH:28][CH:27]=[CH:26][CH:25]=1)=[O:15])([O-:3])=[O:2], predict the reactants needed to synthesize it. The reactants are: [N+:1]([C:4]1[CH:13]=[C:12]([C:14]([OH:16])=[O:15])[CH:11]=[CH:10][C:5]=1[C:6]([O:8][CH3:9])=[O:7])([O-:3])=[O:2].C([O-])([O-])=O.[K+].[K+].[CH2:23](Br)[C:24]1[CH:29]=[CH:28][CH:27]=[CH:26][CH:25]=1.O. (4) Given the product [CH2:11]([N:12]([CH2:25][C:26]1[CH:27]=[CH:28][C:19]([CH2:14][CH2:13][N:38]2[CH2:42][CH2:41][CH2:40][CH2:39]2)=[CH:20][CH:21]=1)[C:13]1[CH:18]=[CH:17][CH:16]=[CH:15][C:14]=1[C@@H:19]1[CH2:28][CH2:27][C:26]2[CH:25]=[C:24]([OH:29])[CH:23]=[CH:22][C:21]=2[CH2:20]1)[CH3:10], predict the reactants needed to synthesize it. The reactants are: C(CC1C=CC(C[CH2:10][CH2:11][NH:12][C:13]2[CH:18]=[CH:17][CH:16]=[CH:15][C:14]=2[C@@H:19]2[CH2:28][CH2:27][C:26]3[CH:25]=[C:24]([O:29]C(=O)C(C)(C)C)[CH:23]=[CH:22][C:21]=3[CH2:20]2)=CC=1)(O)=O.[NH:38]1[CH2:42][CH2:41][CH2:40][CH2:39]1.